Dataset: Full USPTO retrosynthesis dataset with 1.9M reactions from patents (1976-2016). Task: Predict the reactants needed to synthesize the given product. (1) Given the product [Cl:10][C:11]1[CH:19]=[CH:18][C:17]([F:20])=[CH:16][C:12]=1[C:13]([N:63]1[CH2:62][CH2:61][N:60]([C:43](=[O:42])[CH2:44][NH:45][C:46]([C:48]2[CH:53]=[CH:52][C:51]([C:54]3[CH:59]=[CH:58][CH:57]=[CH:56][CH:55]=3)=[CH:50][CH:49]=2)=[O:47])[CH2:65][CH2:64]1)=[O:15], predict the reactants needed to synthesize it. The reactants are: CCN(C(C)C)C(C)C.[Cl:10][C:11]1[CH:19]=[CH:18][C:17]([F:20])=[CH:16][C:12]=1[C:13]([OH:15])=O.C1C=CC2N(O)N=NC=2C=1.CCN=C=NCCCN(C)C.[O:42]=[C:43]([N:60]1[CH2:65][CH2:64][NH:63][CH2:62][CH2:61]1)[CH2:44][NH:45][C:46]([C:48]1[CH:53]=[CH:52][C:51]([C:54]2[CH:59]=[CH:58][CH:57]=[CH:56][CH:55]=2)=[CH:50][CH:49]=1)=[O:47]. (2) The reactants are: [H-].[Na+].[F:3][C:4]1[CH:20]=[CH:19][C:7]([NH:8][S:9]([C:12]2[CH:17]=[CH:16][C:15]([CH3:18])=[CH:14][CH:13]=2)(=[O:11])=[O:10])=[C:6]([N+:21]([O-:23])=[O:22])[CH:5]=1.[CH2:24](I)[CH3:25].O. Given the product [CH2:24]([N:8]([S:9]([C:12]1[CH:13]=[CH:14][C:15]([CH3:18])=[CH:16][CH:17]=1)(=[O:11])=[O:10])[C:7]1[CH:19]=[CH:20][C:4]([F:3])=[CH:5][C:6]=1[N+:21]([O-:23])=[O:22])[CH3:25], predict the reactants needed to synthesize it.